Dataset: HIV replication inhibition screening data with 41,000+ compounds from the AIDS Antiviral Screen. Task: Binary Classification. Given a drug SMILES string, predict its activity (active/inactive) in a high-throughput screening assay against a specified biological target. (1) The molecule is NCCCN1CCN(CCCN)CC1.O=C(O)c1ccc(C(=O)O)cc1. The result is 0 (inactive). (2) The drug is CC1(C)SC=C2C1=CSC2(C)C. The result is 0 (inactive). (3) The compound is CCn1c(=O)nc2n(-c3ccc(SC)cc3)c3ccccc3nc-2c1=O. The result is 0 (inactive). (4) The drug is Clc1ccc(Nc2nnc(CCCCCCCCc3nnc(Nc4ccc(Cl)cc4)o3)o2)cc1. The result is 0 (inactive). (5) The drug is O=C1CCCCCN1C(=O)c1ccccc1. The result is 0 (inactive). (6) The compound is CCC12C=C(C(=O)OC)N3c4ccccc4C4CCN(CCC1)C2C43. The result is 0 (inactive). (7) The compound is CCCCN(CCCC)C(=O)COc1cc2c(O)c3c(O)c(C)c4c(c13)C(=O)C(C)(OC=CC(OC)C(C)C(OC(C)=O)C(C)C(O)C(C)C(O)C(C)C=CC=C(C)C(=O)N2)O4. The result is 0 (inactive). (8) The drug is CC1=[N+]2CCCN3CCN4CCC[N+](=C1C)[Ni-2]342.[O-][Cl+3]([O-])([O-])O. The result is 0 (inactive). (9) The compound is N#Cc1ccccc1NC(=O)C(=NNc1ccc([N+](=O)[O-])cc1)C1C(=O)NC(=O)NC1=O. The result is 0 (inactive).